This data is from Tyrosyl-DNA phosphodiesterase HTS with 341,365 compounds. The task is: Binary Classification. Given a drug SMILES string, predict its activity (active/inactive) in a high-throughput screening assay against a specified biological target. (1) The molecule is FC(F)(F)c1cc(NC(=O)c2cc(NC(=O)c3c4c(nnc3)cccc4)c(cc2)C)ccc1. The result is 0 (inactive). (2) The molecule is Clc1c(cc2OCOc2c1)/C=N\NC(=O)c1cc2OCCOc2cc1. The result is 0 (inactive).